The task is: Predict the reaction yield, written as a fraction of the theoretical maximum amount of product (1.0 means a 100% yield; for example, 0.34 means a 34% yield).. This data is from Reaction yield outcomes from USPTO patents with 853,638 reactions. (1) The reactants are O1CCO[CH:2]1[CH2:6][CH2:7][C:8]1[CH:13]=[N:12][C:11]2[N:14]([S:17]([C:20]3[CH:26]=[CH:25][C:23]([CH3:24])=[CH:22][CH:21]=3)(=[O:19])=[O:18])[CH:15]=[CH:16][C:10]=2[C:9]=1[NH:27][CH:28]1[CH2:33][CH2:32][CH2:31][CH2:30][CH2:29]1.Cl.[BH4-].[Na+]. The catalyst is CCO. The product is [CH:28]1([N:27]2[C:9]3[C:8](=[CH:13][N:12]=[C:11]4[N:14]([S:17]([C:20]5[CH:21]=[CH:22][C:23]([CH3:24])=[CH:25][CH:26]=5)(=[O:19])=[O:18])[CH:15]=[CH:16][C:10]4=3)[CH2:7][CH2:6][CH2:2]2)[CH2:33][CH2:32][CH2:31][CH2:30][CH2:29]1. The yield is 0.750. (2) The reactants are [Cl:1][C:2]1[C:10]2[N:9]=[C:8]([NH:11][C:12]3[C:17]([Cl:18])=[CH:16][C:15]([Cl:19])=[CH:14][C:13]=3[Cl:20])[N:7]([CH2:21][CH2:22][CH2:23]O)[C:6]=2[C:5]([C:25]([O:27][CH3:28])=[O:26])=[CH:4][CH:3]=1.C(N(CC)CC)C.CS(Cl)(=O)=O.C(=O)([O-])[O-].[K+].[K+]. The catalyst is O1CCCC1.C(OCC)(=O)C.CN(C)C=O. The product is [Cl:1][C:2]1[CH:3]=[CH:4][C:5]([C:25]([O:27][CH3:28])=[O:26])=[C:6]2[C:10]=1[N:9]=[C:8]1[N:11]([C:12]3[C:13]([Cl:20])=[CH:14][C:15]([Cl:19])=[CH:16][C:17]=3[Cl:18])[CH2:23][CH2:22][CH2:21][N:7]21. The yield is 0.870.